Dataset: Forward reaction prediction with 1.9M reactions from USPTO patents (1976-2016). Task: Predict the product of the given reaction. (1) Given the reactants [CH3:1][S:2]([N:5]1[CH2:10][CH2:9][N:8]([CH2:11][C:12]2[CH:13]=[C:14]3[C:18](=[CH:19][CH:20]=2)[NH:17][C:16]([C:21]2[C:22](=[O:31])[NH:23][C:24]4[C:29]([CH:30]=2)=[CH:28][CH:27]=[CH:26][CH:25]=4)=[CH:15]3)[CH2:7][CH2:6]1)(=[O:4])=[O:3].[B-](F)(F)(F)[F:33].[B-](F)(F)(F)F.C1[N+]2(CCl)CC[N+](F)(CC2)C1, predict the reaction product. The product is: [F:33][C:15]1[C:14]2[C:18](=[CH:19][CH:20]=[C:12]([CH2:11][N:8]3[CH2:9][CH2:10][N:5]([S:2]([CH3:1])(=[O:3])=[O:4])[CH2:6][CH2:7]3)[CH:13]=2)[NH:17][C:16]=1[C:21]1[C:22](=[O:31])[NH:23][C:24]2[C:29]([CH:30]=1)=[CH:28][CH:27]=[CH:26][CH:25]=2. (2) Given the reactants [CH2:1]([C:4]([C:28]1[S:32][C:31]([C:33](O)=[O:34])=[CH:30][CH:29]=1)([CH2:8][O:9][C:10]1[CH:15]=[C:14]([CH3:16])[C:13]([C:17]2[CH:22]=[CH:21][C:20]([C:23]([F:26])([F:25])[F:24])=[CH:19][CH:18]=2)=[C:12]([CH3:27])[CH:11]=1)[CH2:5][CH:6]=[CH2:7])[CH:2]=[CH2:3].Cl.[CH3:37][O:38][C:39](=[O:43])[CH2:40][CH2:41][NH2:42].O.ON1C2C=CC=CC=2N=N1.C(N(CC)C(C)C)(C)C.Cl.CN(C)CCCN=C=NCC, predict the reaction product. The product is: [CH3:37][O:38][C:39](=[O:43])[CH2:40][CH2:41][NH:42][C:33]([C:31]1[S:32][C:28]([C:4]([CH2:5][CH:6]=[CH2:7])([CH2:8][O:9][C:10]2[CH:11]=[C:12]([CH3:27])[C:13]([C:17]3[CH:18]=[CH:19][C:20]([C:23]([F:24])([F:26])[F:25])=[CH:21][CH:22]=3)=[C:14]([CH3:16])[CH:15]=2)[CH2:1][CH:2]=[CH2:3])=[CH:29][CH:30]=1)=[O:34]. (3) The product is: [O:6]=[C:5]1[CH:4]([C:3]([O:2][CH3:1])=[O:30])[C:10](=[O:12])[CH2:9][CH2:8][N:7]1[CH:14]1[CH2:19][CH2:18][N:17]([C:20]([O:22][CH2:23][C:24]2[CH:29]=[CH:28][CH:27]=[CH:26][CH:25]=2)=[O:21])[CH2:16][CH2:15]1. Given the reactants [CH3:1][O:2][C:3](=[O:30])[CH2:4][C:5]([N:7]([CH:14]1[CH2:19][CH2:18][N:17]([C:20]([O:22][CH2:23][C:24]2[CH:29]=[CH:28][CH:27]=[CH:26][CH:25]=2)=[O:21])[CH2:16][CH2:15]1)[CH2:8][CH2:9][C:10]([O:12]C)=O)=[O:6].CC(C)([O-])C.[K+].O, predict the reaction product.